Task: Predict the reactants needed to synthesize the given product.. Dataset: Full USPTO retrosynthesis dataset with 1.9M reactions from patents (1976-2016) Given the product [CH2:33]([C:17]1[C:16]([O:15][CH:12]2[CH2:11][CH2:10][NH:9][CH2:14][CH2:13]2)=[CH:25][CH:24]=[C:23]2[C:18]=1[CH:19]=[CH:20][N:21]=[CH:22]2)[C:34]1[CH:39]=[CH:38][CH:37]=[CH:36][CH:35]=1, predict the reactants needed to synthesize it. The reactants are: O.C(OC([N:9]1[CH2:14][CH2:13][CH:12]([O:15][C:16]2[C:17](Br)=[C:18]3[C:23](=[CH:24][CH:25]=2)[CH:22]=[N:21][CH:20]=[CH:19]3)[CH2:11][CH2:10]1)=O)(C)(C)C.C([O-])([O-])=O.[Cs+].[Cs+].[CH2:33]([B-](F)(F)F)[C:34]1[CH:39]=[CH:38][CH:37]=[CH:36][CH:35]=1.[K+].